From a dataset of Full USPTO retrosynthesis dataset with 1.9M reactions from patents (1976-2016). Predict the reactants needed to synthesize the given product. Given the product [ClH:2].[Cl:2][CH2:3][CH2:4][CH2:5][CH:6]([C:18]1[CH:23]=[CH:22][C:21]([F:24])=[CH:20][CH:19]=1)[C:7]([NH:9][NH2:10])=[O:8], predict the reactants needed to synthesize it. The reactants are: Cl.[Cl:2][CH2:3][CH2:4][CH2:5][CH:6]([C:18]1[CH:23]=[CH:22][C:21]([F:24])=[CH:20][CH:19]=1)[C:7]([NH:9][NH:10]C(OC(C)(C)C)=O)=[O:8].